Dataset: Reaction yield outcomes from USPTO patents with 853,638 reactions. Task: Predict the reaction yield, written as a fraction of the theoretical maximum amount of product (1.0 means a 100% yield; for example, 0.34 means a 34% yield). (1) The reactants are [NH2:1][C:2]1[CH:3]=[N:4][CH:5]=[CH:6][CH:7]=1.Cl[C:9]([O:11][C:12]1[CH:17]=[CH:16][CH:15]=[CH:14][CH:13]=1)=[O:10]. No catalyst specified. The product is [N:4]1[CH:5]=[CH:6][CH:7]=[C:2]([NH:1][C:9](=[O:10])[O:11][C:12]2[CH:17]=[CH:16][CH:15]=[CH:14][CH:13]=2)[CH:3]=1. The yield is 0.620. (2) The reactants are [Br:1][C:2]1[CH:7]=[CH:6][C:5](I)=[CH:4][C:3]=1[O:9][CH3:10].C([Li])CCC.[C:16]1(=[O:20])[CH2:19][CH2:18][CH2:17]1. The catalyst is O1CCCC1. The product is [Br:1][C:2]1[CH:7]=[CH:6][C:5]([C:16]2([OH:20])[CH2:19][CH2:18][CH2:17]2)=[CH:4][C:3]=1[O:9][CH3:10]. The yield is 0.120. (3) The reactants are [CH3:1][C:2]1[CH:7]=[CH:6][N:5]=[C:4]([NH2:8])[N:3]=1.[Br:9]N1C(=O)CCC1=O.C(Cl)Cl. The catalyst is C(Cl)(Cl)Cl. The product is [Br:9][C:7]1[C:2]([CH3:1])=[N:3][C:4]([NH2:8])=[N:5][CH:6]=1. The yield is 0.990. (4) The reactants are [F:1][C:2]1[CH:7]=[CH:6][C:5]([C:8]2[O:9][C:10]3[CH:21]=[C:20]([N+:22]([O-])=O)[C:19]([C:25]4[CH:30]=[CH:29][CH:28]=[CH:27][CH:26]=4)=[CH:18][C:11]=3[C:12]=2[C:13]([O:15][CH2:16][CH3:17])=[O:14])=[CH:4][CH:3]=1.[NH4+].[Cl-].O. The catalyst is O.CO.C1COCC1.[Fe]. The product is [NH2:22][C:20]1[C:19]([C:25]2[CH:26]=[CH:27][CH:28]=[CH:29][CH:30]=2)=[CH:18][C:11]2[C:12]([C:13]([O:15][CH2:16][CH3:17])=[O:14])=[C:8]([C:5]3[CH:4]=[CH:3][C:2]([F:1])=[CH:7][CH:6]=3)[O:9][C:10]=2[CH:21]=1. The yield is 0.850. (5) The reactants are Cl[CH2:2][CH2:3][CH2:4][CH2:5][CH:6]([C:18]1[NH:22][N:21]=[C:20]([NH:23][C:24]2[CH:29]=[CH:28][C:27]([N:30]3[C:34]([CH3:35])=[N:33][C:32]([CH3:36])=[N:31]3)=[C:26]([F:37])[CH:25]=2)[N:19]=1)[C:7]1[CH:12]=[CH:11][C:10]([O:13][CH2:14][CH:15]([F:17])[F:16])=[CH:9][CH:8]=1.[I-].[Na+].C(N(C(C)C)CC)(C)C.[C:49]([OH:55])([C:51]([F:54])([F:53])[F:52])=[O:50]. The catalyst is CC(C)=O. The product is [F:52][C:51]([F:54])([F:53])[C:49]([OH:55])=[O:50].[F:16][CH:15]([F:17])[CH2:14][O:13][C:10]1[CH:9]=[CH:8][C:7]([CH:6]2[CH2:5][CH2:4][CH2:3][CH2:2][N:22]3[N:21]=[C:20]([NH:23][C:24]4[CH:29]=[CH:28][C:27]([N:30]5[C:34]([CH3:35])=[N:33][C:32]([CH3:36])=[N:31]5)=[C:26]([F:37])[CH:25]=4)[N:19]=[C:18]23)=[CH:12][CH:11]=1. The yield is 0.160.